From a dataset of CYP3A4 inhibition data for predicting drug metabolism from PubChem BioAssay. Regression/Classification. Given a drug SMILES string, predict its absorption, distribution, metabolism, or excretion properties. Task type varies by dataset: regression for continuous measurements (e.g., permeability, clearance, half-life) or binary classification for categorical outcomes (e.g., BBB penetration, CYP inhibition). Dataset: cyp3a4_veith. The drug is CCNC(=O)C/C(C)=N/NC(=O)C12CC3CC(CC(C3)C1)C2. The result is 0 (non-inhibitor).